This data is from Catalyst prediction with 721,799 reactions and 888 catalyst types from USPTO. The task is: Predict which catalyst facilitates the given reaction. (1) Reactant: [F:1][C:2]([F:36])([F:35])[C:3]1[CH:4]=[C:5]([CH:28]=[C:29]([C:31]([F:34])([F:33])[F:32])[CH:30]=1)[CH2:6][N:7]([CH2:14][C:15]1[C:16]([C:25](O)=[O:26])=[N:17][CH:18]=[C:19]([C:21]([F:24])([F:23])[F:22])[CH:20]=1)[C:8]1[N:9]=[N:10][N:11]([CH3:13])[N:12]=1.[CH:37]1([NH2:43])[CH2:42][CH2:41][CH2:40][CH2:39][CH2:38]1.C1C=NC2N(O)N=NC=2C=1. Product: [CH:37]1([NH:43][C:25]([C:16]2[C:15]([CH2:14][N:7]([CH2:6][C:5]3[CH:28]=[C:29]([C:31]([F:34])([F:33])[F:32])[CH:30]=[C:3]([C:2]([F:1])([F:35])[F:36])[CH:4]=3)[C:8]3[N:9]=[N:10][N:11]([CH3:13])[N:12]=3)=[CH:20][C:19]([C:21]([F:24])([F:22])[F:23])=[CH:18][N:17]=2)=[O:26])[CH2:42][CH2:41][CH2:40][CH2:39][CH2:38]1. The catalyst class is: 634. (2) Reactant: [C:1]1([S:7]([NH:10][CH2:11][C:12]2[N:13]=[C:14]([N:17]3[CH2:20][CH:19]([OH:21])[CH2:18]3)[S:15][CH:16]=2)(=[O:9])=[O:8])[CH:6]=[CH:5][CH:4]=[CH:3][CH:2]=1.[CH3:22][S:23](Cl)(=[O:25])=[O:24].C(N(CC)CC)C. Product: [C:1]1([S:7]([NH:10][CH2:11][C:12]2[N:13]=[C:14]([N:17]3[CH2:20][CH:19]([O:21][S:23]([CH3:22])(=[O:25])=[O:24])[CH2:18]3)[S:15][CH:16]=2)(=[O:9])=[O:8])[CH:2]=[CH:3][CH:4]=[CH:5][CH:6]=1. The catalyst class is: 2. (3) Reactant: C1(C)C=CC=CC=1.[F:8][C:9]1[CH:17]=[C:16]([O:18][CH2:19][C:20]#[CH:21])[C:15]([F:22])=[CH:14][C:10]=1[C:11](O)=[O:12].S(Cl)([Cl:25])=O. Product: [F:8][C:9]1[CH:17]=[C:16]([O:18][CH2:19][C:20]#[CH:21])[C:15]([F:22])=[CH:14][C:10]=1[C:11]([Cl:25])=[O:12]. The catalyst class is: 3. (4) Reactant: C[O:2][C:3](=O)[C:4]1[CH:9]=[CH:8][C:7]([C:10]2[CH2:15][CH2:14][CH2:13][CH2:12][CH:11]=2)=[C:6]([C:16]([F:19])([F:18])[F:17])[CH:5]=1.[BH4-].[Li+].Cl. Product: [C:10]1([C:7]2[CH:8]=[CH:9][C:4]([CH2:3][OH:2])=[CH:5][C:6]=2[C:16]([F:17])([F:18])[F:19])[CH2:15][CH2:14][CH2:13][CH2:12][CH:11]=1. The catalyst class is: 1.